Dataset: Forward reaction prediction with 1.9M reactions from USPTO patents (1976-2016). Task: Predict the product of the given reaction. (1) Given the reactants [NH:1]1[CH2:6][CH2:5][CH:4]([N:7]2[C:15]3[C:10](=[N:11][CH:12]=[CH:13][CH:14]=3)[NH:9][C:8]2=[O:16])[CH2:3][CH2:2]1.Cl[C:18]1[CH:23]=[C:22]([C:24]([C:26]2[CH:36]=[C:35]([CH3:37])[C:29]3[N:30]([CH3:34])[C:31](=[O:33])[O:32][C:28]=3[CH:27]=2)=[O:25])[C:21]([CH3:38])=[CH:20][N:19]=1, predict the reaction product. The product is: [CH3:34][N:30]1[C:29]2[C:35]([CH3:37])=[CH:36][C:26]([C:24]([C:22]3[C:21]([CH3:38])=[CH:20][N:19]=[C:18]([N:1]4[CH2:2][CH2:3][CH:4]([N:7]5[C:15]6[C:10](=[N:11][CH:12]=[CH:13][CH:14]=6)[NH:9][C:8]5=[O:16])[CH2:5][CH2:6]4)[CH:23]=3)=[O:25])=[CH:27][C:28]=2[O:32][C:31]1=[O:33]. (2) The product is: [CH3:24][O:23][C:22](=[O:25])[N:21]([CH2:20][C:11]1[CH:12]=[C:13]([C:16]([F:18])([F:19])[F:17])[CH:14]=[CH:15][C:10]=1[C:8]1[CH:9]=[C:4]([CH:1]([CH3:3])[CH3:2])[CH:5]=[CH:6][C:7]=1[O:39][CH3:40])[CH2:26][C:27]1[CH:32]=[C:31]([C:33]([F:35])([F:36])[F:34])[CH:30]=[C:29]([S:37]([CH3:38])=[O:49])[CH:28]=1. Given the reactants [CH:1]([C:4]1[CH:5]=[CH:6][C:7]([O:39][CH3:40])=[C:8]([C:10]2[CH:15]=[CH:14][C:13]([C:16]([F:19])([F:18])[F:17])=[CH:12][C:11]=2[CH2:20][N:21]([CH2:26][C:27]2[CH:32]=[C:31]([C:33]([F:36])([F:35])[F:34])[CH:30]=[C:29]([S:37][CH3:38])[CH:28]=2)[C:22](=[O:25])[O:23][CH3:24])[CH:9]=1)([CH3:3])[CH3:2].C1C=C(Cl)C=C(C(OO)=[O:49])C=1.OS([O-])=O.[Na+], predict the reaction product. (3) Given the reactants [N+:1]([C:4]1[CH:13]=[CH:12][C:7]([O:8][CH2:9][CH2:10][OH:11])=[CH:6][CH:5]=1)([O-:3])=[O:2].N1C=CN=C1.[CH3:19][C:20]([Si:23](Cl)([CH3:25])[CH3:24])([CH3:22])[CH3:21].CCCCCC.C(OCC)(=O)C, predict the reaction product. The product is: [C:20]([Si:23]([CH3:25])([CH3:24])[O:11][CH2:10][CH2:9][O:8][C:7]1[CH:12]=[CH:13][C:4]([N+:1]([O-:3])=[O:2])=[CH:5][CH:6]=1)([CH3:22])([CH3:21])[CH3:19]. (4) Given the reactants [CH2:1]([NH:8][C:9]1[N:17]=[C:16]([CH3:18])[CH:15]=[CH:14][C:10]=1[C:11]([O-:13])=[O:12])[C:2]1[CH:7]=[CH:6][CH:5]=[CH:4][CH:3]=1.C1(C[NH3+])C=CC=CC=1.C(C(CC)CNC1N=CC=CC=1[C:34](OCC)=[O:35])C, predict the reaction product. The product is: [CH2:1]([N:8]1[C:9]2[N:17]=[C:16]([CH3:18])[CH:15]=[CH:14][C:10]=2[C:11](=[O:13])[O:12][C:34]1=[O:35])[C:2]1[CH:3]=[CH:4][CH:5]=[CH:6][CH:7]=1. (5) Given the reactants C[C:2]1([O:22][C@H:21]([CH2:23][O:24][CH2:25][C:26]2[CH:31]=[CH:30][C:29]([Cl:32])=[CH:28][C:27]=2[Cl:33])[C@@H:10]([O:11][CH2:12][C:13]2[CH:18]=[CH:17][C:16]([Cl:19])=[CH:15][C:14]=2[Cl:20])[C@H:5]1[O:6]C(=O)C)[O:3][CH3:4], predict the reaction product. The product is: [Cl:20][C:14]1[CH:15]=[C:16]([Cl:19])[CH:17]=[CH:18][C:13]=1[CH2:12][O:11][C@@H:10]1[C@@H:21]([CH2:23][O:24][CH2:25][C:26]2[CH:31]=[CH:30][C:29]([Cl:32])=[CH:28][C:27]=2[Cl:33])[O:22][CH:2]([O:3][CH3:4])[C@@H:5]1[OH:6]. (6) Given the reactants N[C:2]1[C:12]([Cl:13])=[CH:11][CH:10]=[CH:9][C:3]=1[C:4]([O:6][CH2:7][CH3:8])=[O:5].Cl.N([O-])=O.[Na+].C(=O)([O-])[O-].[Na+].[Na+].[C-:25]#[N:26].[K+], predict the reaction product. The product is: [Cl:13][C:12]1[C:2]([C:25]#[N:26])=[C:3]([CH:9]=[CH:10][CH:11]=1)[C:4]([O:6][CH2:7][CH3:8])=[O:5]. (7) Given the reactants [Cl:1][C:2]1[CH:3]=[N:4][CH:5]=[C:6]([O:8][CH2:9][CH2:10][CH2:11]Cl)[CH:7]=1.[OH-].[NH4+:14], predict the reaction product. The product is: [Cl:1][C:2]1[CH:7]=[C:6]([O:8][CH2:9][CH2:10][CH2:11][NH2:14])[CH:5]=[N:4][CH:3]=1. (8) Given the reactants [Cl:1][C:2]1[C:11]2[C:6](=[CH:7][CH:8]=[CH:9][CH:10]=2)[C:5]([OH:12])=[CH:4][CH:3]=1.[Cl-].[CH3:14][C:15]1[CH:27]=[CH:26][CH:25]=[CH:24][C:16]=1[CH:17]=[N+:18]1[CH2:23][CH2:22][O:21][CH2:20][CH2:19]1, predict the reaction product. The product is: [Cl:1][C:2]1[C:11]2[C:6](=[CH:7][CH:8]=[CH:9][CH:10]=2)[C:5]([OH:12])=[C:4]([CH:17]([N:18]2[CH2:19][CH2:20][O:21][CH2:22][CH2:23]2)[C:16]2[CH:24]=[CH:25][CH:26]=[CH:27][C:15]=2[CH3:14])[CH:3]=1. (9) Given the reactants [NH2:1][CH2:2][CH2:3][CH2:4][NH:5][C:6](=[O:15])[O:7][CH2:8][C:9]1[CH:14]=[CH:13][CH:12]=[CH:11][CH:10]=1.[CH:16](OCC)=[O:17], predict the reaction product. The product is: [CH:16]([NH:1][CH2:2][CH2:3][CH2:4][NH:5][C:6](=[O:15])[O:7][CH2:8][C:9]1[CH:14]=[CH:13][CH:12]=[CH:11][CH:10]=1)=[O:17].